From a dataset of Catalyst prediction with 721,799 reactions and 888 catalyst types from USPTO. Predict which catalyst facilitates the given reaction. (1) Reactant: [CH3:1][O:2][C:3]1[C:12]([O:13][CH3:14])=[CH:11][C:10]2[C:5](=[CH:6][CH:7]=[CH:8][CH:9]=2)[CH:4]=1.[C:15](Cl)(=[O:31])[CH2:16][CH2:17][CH2:18][CH2:19][CH2:20][CH2:21][CH2:22][CH2:23][CH2:24][CH2:25][CH2:26][CH2:27][CH2:28][CH2:29]C.[Cl-].[Al+3].[Cl-].[Cl-]. Product: [CH3:14][O:13][C:12]1[CH:11]=[C:10]2[C:5](=[CH:4][C:3]=1[O:2][CH3:1])[CH:6]=[C:7]([C:15](=[O:31])[CH2:16][CH2:17][CH2:18][CH2:19][CH2:20][CH2:21][CH2:22][CH2:23][CH2:24][CH2:25][CH2:26][CH2:27][CH2:28][CH3:29])[CH:8]=[CH:9]2. The catalyst class is: 2. (2) Reactant: C(OC([NH:8][C@H:9]([CH2:23][C:24]1[CH:29]=[C:28]([F:30])[C:27]([F:31])=[CH:26][C:25]=1[F:32])[CH2:10][C:11]([N:13]1[CH2:19][CH2:18][C@@H:17]([CH3:20])[NH:16][C:15](=[O:21])[C@H:14]1[CH3:22])=[O:12])=O)(C)(C)C.[ClH:33]. The catalyst class is: 12. Product: [ClH:33].[NH2:8][C@H:9]([CH2:23][C:24]1[CH:29]=[C:28]([F:30])[C:27]([F:31])=[CH:26][C:25]=1[F:32])[CH2:10][C:11]([N:13]1[CH2:19][CH2:18][C@@H:17]([CH3:20])[NH:16][C:15](=[O:21])[C@H:14]1[CH3:22])=[O:12]. (3) Reactant: Cl.[NH2:2][CH:3]1[CH2:11][C:10]2[C:5](=[CH:6][CH:7]=[CH:8][CH:9]=2)[CH2:4]1.S=C1N([C:18]([O:20][CH2:21][C:22]2[CH:27]=[CH:26][C:25]([O:28][C:29](=[O:31])[CH3:30])=[C:24]([O:32][CH3:33])[CH:23]=2)=[O:19])CCS1.C(N(CC)CC)C. Product: [C:29]([O:28][C:25]1[CH:26]=[CH:27][C:22]([CH2:21][O:20][C:18](=[O:19])[NH:2][CH:3]2[CH2:11][C:10]3[C:5](=[CH:6][CH:7]=[CH:8][CH:9]=3)[CH2:4]2)=[CH:23][C:24]=1[O:32][CH3:33])(=[O:31])[CH3:30]. The catalyst class is: 76. (4) Reactant: [N+:1]([C:4]1[CH:9]=[CH:8][N:7]=[CH:6][C:5]=1[C:10]1[CH:11]=[CH:12][CH:13]=[C:14]2[C:18]=1[NH:17][CH:16]=[C:15]2[C:19]1[CH:24]=[CH:23][CH:22]=[CH:21][CH:20]=1)([O-:3])=[O:2].[H-].[Na+].Cl[C:28]1[N:33]=[C:32]([C:34]2[CH:39]=[CH:38][CH:37]=[CH:36][CH:35]=2)[N:31]=[C:30]([C:40]2[CH:45]=[CH:44][CH:43]=[CH:42][CH:41]=2)[N:29]=1. Product: [C:40]1([C:30]2[N:31]=[C:32]([C:34]3[CH:35]=[CH:36][CH:37]=[CH:38][CH:39]=3)[N:33]=[C:28]([N:17]3[C:18]4[C:14](=[CH:13][CH:12]=[CH:11][C:10]=4[C:5]4[CH:6]=[N:7][CH:8]=[CH:9][C:4]=4[N+:1]([O-:3])=[O:2])[C:15]([C:19]4[CH:20]=[CH:21][CH:22]=[CH:23][CH:24]=4)=[CH:16]3)[N:29]=2)[CH:45]=[CH:44][CH:43]=[CH:42][CH:41]=1. The catalyst class is: 3. (5) Reactant: [C:1]12([CH2:11][CH2:12][N:13]([CH2:26][CH2:27][N:28](C(OC(C)(C)C)=O)[CH3:29])[C:14]([NH:16][CH2:17][CH2:18][CH2:19][C:20]3[CH:25]=[CH:24][N:23]=[CH:22][CH:21]=3)=[O:15])[CH2:10][CH:5]3[CH2:6][CH:7]([CH2:9][CH:3]([CH2:4]3)[CH2:2]1)[CH2:8]2.[ClH:37]. Product: [ClH:37].[ClH:37].[C:1]12([CH2:11][CH2:12][N:13]([CH2:26][CH2:27][NH:28][CH3:29])[C:14]([NH:16][CH2:17][CH2:18][CH2:19][C:20]3[CH:25]=[CH:24][N:23]=[CH:22][CH:21]=3)=[O:15])[CH2:8][CH:7]3[CH2:6][CH:5]([CH2:4][CH:3]([CH2:9]3)[CH2:2]1)[CH2:10]2. The catalyst class is: 5.